From a dataset of Peptide-MHC class II binding affinity with 134,281 pairs from IEDB. Regression. Given a peptide amino acid sequence and an MHC pseudo amino acid sequence, predict their binding affinity value. This is MHC class II binding data. The peptide sequence is GVLAGLAFQEMENFL. The MHC is DRB4_0103 with pseudo-sequence DRB4_0103. The binding affinity (normalized) is 0.370.